From a dataset of Full USPTO retrosynthesis dataset with 1.9M reactions from patents (1976-2016). Predict the reactants needed to synthesize the given product. (1) The reactants are: C([O:8][C:9]1[CH:35]=[CH:34][C:12]([O:13][CH2:14][CH2:15][C:16]2[N:17]=[C:18]([C:22]3[CH:27]=[CH:26][C:25]([C:28]4[CH:33]=[CH:32][CH:31]=[CH:30][CH:29]=4)=[CH:24][CH:23]=3)[O:19][C:20]=2[CH3:21])=[C:11]([CH2:36][CH2:37][CH2:38][CH3:39])[CH:10]=1)C1C=CC=CC=1.[H][H]. Given the product [CH2:36]([C:11]1[CH:10]=[C:9]([OH:8])[CH:35]=[CH:34][C:12]=1[O:13][CH2:14][CH2:15][C:16]1[N:17]=[C:18]([C:22]2[CH:23]=[CH:24][C:25]([C:28]3[CH:29]=[CH:30][CH:31]=[CH:32][CH:33]=3)=[CH:26][CH:27]=2)[O:19][C:20]=1[CH3:21])[CH2:37][CH2:38][CH3:39], predict the reactants needed to synthesize it. (2) Given the product [NH2:1][C:2]1[N:6]([C:7]2[CH:8]=[C:9]([CH:16]=[CH:17][C:18]=2[CH3:19])[C:10]([NH:12][CH:13]2[CH2:15][CH2:14]2)=[O:11])[N:5]=[CH:4][C:3]=1[C:23](=[O:30])[C:24]1[CH:25]=[CH:26][CH:27]=[C:28]([C:32]#[N:33])[CH:29]=1, predict the reactants needed to synthesize it. The reactants are: [NH2:1][C:2]1[N:6]([C:7]2[CH:8]=[C:9]([CH:16]=[CH:17][C:18]=2[CH3:19])[C:10]([NH:12][CH:13]2[CH2:15][CH2:14]2)=[O:11])[N:5]=[C:4](OCC)[C:3]=1[C:23](=[O:30])[C:24]1[CH:29]=[CH:28][CH:27]=[CH:26][CH:25]=1.[Cu](C#N)[C:32]#[N:33].N.C(OCC)(=O)C. (3) Given the product [Cl:1][C:2]1[CH:3]=[CH:4][C:5]2[N:11]3[CH:12]=[CH:13][CH:14]=[C:10]3[C@@H:9]([CH2:15][CH2:16][N:17]3[N:21]=[N:20][C:19]([C:22]([OH:24])=[O:23])=[N:18]3)[O:8][C@H:7]([C:27]3[CH:32]=[CH:31][CH:30]=[C:29]([O:33][CH3:34])[C:28]=3[O:35][CH3:36])[C:6]=2[CH:37]=1, predict the reactants needed to synthesize it. The reactants are: [Cl:1][C:2]1[CH:3]=[CH:4][C:5]2[N:11]3[CH:12]=[CH:13][CH:14]=[C:10]3[C@@H:9]([CH2:15][CH2:16][N:17]3[N:21]=[N:20][C:19]([C:22]([O:24]CC)=[O:23])=[N:18]3)[O:8][C@H:7]([C:27]3[CH:32]=[CH:31][CH:30]=[C:29]([O:33][CH3:34])[C:28]=3[O:35][CH3:36])[C:6]=2[CH:37]=1.C(=O)([O-])[O-].[K+].[K+]. (4) Given the product [C:18]([C:2]1[CH:6]=[CH:5][S:4][C:3]=1[C:7]1[S:8][CH:9]=[CH:10][C:11]=1[C:12]1[S:13][CH:14]=[CH:15][CH:16]=1)#[N:19], predict the reactants needed to synthesize it. The reactants are: Br[C:2]1[CH:6]=[CH:5][S:4][C:3]=1[C:7]1[S:8][CH:9]=[CH:10][C:11]=1[C:12]1[S:13][CH:14]=[CH:15][CH:16]=1.[Cu](C#N)[C:18]#[N:19].